This data is from Forward reaction prediction with 1.9M reactions from USPTO patents (1976-2016). The task is: Predict the product of the given reaction. (1) Given the reactants [N+](C1C=CC=CC=1S([N:13]([CH2:26][C:27]1[CH:32]=[CH:31][C:30]([CH2:33][N:34]2[C:42]3[C:37](=[CH:38][CH:39]=[CH:40][CH:41]=3)[CH:36]=[C:35]2[C:43]2[CH:48]=[CH:47][CH:46]=[CH:45][CH:44]=2)=[CH:29][CH:28]=1)[C:14]1[CH:19]=[CH:18][C:17]([CH2:20][CH2:21][C:22]([O:24][CH3:25])=[O:23])=[CH:16][CH:15]=1)(=O)=O)([O-])=O.SCC(O)=O.O.[OH-].[Li+].C(OCC)(=O)C, predict the reaction product. The product is: [C:43]1([C:35]2[N:34]([CH2:33][C:30]3[CH:29]=[CH:28][C:27]([CH2:26][NH:13][C:14]4[CH:15]=[CH:16][C:17]([CH2:20][CH2:21][C:22]([O:24][CH3:25])=[O:23])=[CH:18][CH:19]=4)=[CH:32][CH:31]=3)[C:42]3[C:37]([CH:36]=2)=[CH:38][CH:39]=[CH:40][CH:41]=3)[CH:48]=[CH:47][CH:46]=[CH:45][CH:44]=1. (2) Given the reactants [NH2:1][C:2]1[C:7]([C:8]([O:10][CH2:11][CH3:12])=[O:9])=[CH:6][N:5]=[C:4]([N:13]2[CH2:18][CH2:17][O:16][CH2:15][CH2:14]2)[N:3]=1.Cl[C:20]1[C:29]2[C:24](=[CH:25][C:26]([F:31])=[CH:27][C:28]=2[F:30])[N:23]=[C:22]([C:32]2[CH:37]=[CH:36][CH:35]=[CH:34][N:33]=2)[C:21]=1[CH3:38].C1(P(C2CCCCC2)C2C=CC=CC=2C2C(C(C)C)=CC(C(C)C)=CC=2C(C)C)CCCCC1.CC(C)([O-])C.[Na+], predict the reaction product. The product is: [F:30][C:28]1[CH:27]=[C:26]([F:31])[CH:25]=[C:24]2[C:29]=1[C:20]([NH:1][C:2]1[C:7]([C:8]([O:10][CH2:11][CH3:12])=[O:9])=[CH:6][N:5]=[C:4]([N:13]3[CH2:18][CH2:17][O:16][CH2:15][CH2:14]3)[N:3]=1)=[C:21]([CH3:38])[C:22]([C:32]1[CH:37]=[CH:36][CH:35]=[CH:34][N:33]=1)=[N:23]2. (3) Given the reactants Cl.C(N=C=NCCCN(C)C)C.[CH:13]1[CH:14]=[CH:15][C:16]([NH:23][C:24]2[C:25]([Cl:31])=[CH:26][CH:27]=[CH:28][C:29]=2[Cl:30])=[C:17]([CH2:19][C:20]([OH:22])=[O:21])[CH:18]=1.[N:32]1([CH2:41][CH2:42]O)[C:36]2[CH:37]=[CH:38][CH:39]=[CH:40][C:35]=2[N:34]=[CH:33]1, predict the reaction product. The product is: [Cl:31][C:25]1[CH:26]=[CH:27][CH:28]=[C:29]([Cl:30])[C:24]=1[NH:23][C:16]1[CH:15]=[CH:14][CH:13]=[CH:18][C:17]=1[CH2:19][C:20]([O:22][CH2:42][CH2:41][N:32]1[C:36]2[CH:37]=[CH:38][CH:39]=[CH:40][C:35]=2[N:34]=[CH:33]1)=[O:21]. (4) Given the reactants FC1C=C(OCC2C=NC(OC)=CC=2)C(OC)=CC=1[CH2:4][NH:5][C:6]1[C:7]([NH2:13])=[CH:8][C:9]([I:12])=[CH:10][CH:11]=1.C1(C)C=CC(S(O)(=O)=O)=CC=1, predict the reaction product. The product is: [I:12][C:9]1[CH:10]=[CH:11][C:6]2[NH:5][CH:4]=[N:13][C:7]=2[CH:8]=1. (5) Given the reactants [CH2:1]([O:3][C:4]([C:6]1[C:14]2[C:9](=[CH:10][CH:11]=[C:12]([OH:15])[CH:13]=2)[N:8]([C:16]2[CH:21]=[CH:20][C:19]([O:22][C:23]([F:26])([F:25])[F:24])=[CH:18][CH:17]=2)[C:7]=1[CH2:27][C:28]([O:30][CH2:31][CH3:32])=[O:29])=[O:5])[CH3:2].Cl[C:34]1[C:43]2[C:38](=[CH:39][C:40]([Cl:44])=[CH:41][CH:42]=2)[N:37]=[CH:36][CH:35]=1.C([O-])([O-])=O.[K+].[K+].CN(C=O)C, predict the reaction product. The product is: [CH2:1]([O:3][C:4]([C:6]1[C:14]2[C:9](=[CH:10][CH:11]=[C:12]([O:15][C:34]3[C:43]4[C:38](=[CH:39][C:40]([Cl:44])=[CH:41][CH:42]=4)[N:37]=[CH:36][CH:35]=3)[CH:13]=2)[N:8]([C:16]2[CH:17]=[CH:18][C:19]([O:22][C:23]([F:26])([F:24])[F:25])=[CH:20][CH:21]=2)[C:7]=1[CH2:27][C:28]([O:30][CH2:31][CH3:32])=[O:29])=[O:5])[CH3:2]. (6) The product is: [Br:24][CH2:20][C:27]1[S:28][C:29]2[CH:34]=[CH:33][CH:32]=[CH:31][C:30]=2[C:26]=1[Cl:25]. Given the reactants C1(P(C2C=CC=CC=2)C2C=CC=CC=2)C=CC=CC=1.[C:20]([Br:24])(Br)(Br)Br.[Cl:25][C:26]1[C:30]2[CH:31]=[CH:32][CH:33]=[CH:34][C:29]=2[S:28][C:27]=1CO, predict the reaction product. (7) The product is: [OH:1][CH2:2][CH2:3][N:4]([CH2:18][CH2:19][OH:20])[S:5]([C:8]1[S:12][C:11]([NH2:13])=[N:10][C:9]=1[CH3:17])(=[O:6])=[O:7]. Given the reactants [OH:1][CH2:2][CH2:3][N:4]([CH2:18][CH2:19][OH:20])[S:5]([C:8]1[S:12][C:11]([NH:13]C(=O)C)=[N:10][C:9]=1[CH3:17])(=[O:7])=[O:6], predict the reaction product. (8) Given the reactants [H-].[Na+].Br[CH2:4][C:5]1[C:14]2[C:9](=[CH:10][CH:11]=[CH:12][CH:13]=2)[NH:8][C:7](=[O:15])[CH:6]=1.[CH3:16][NH:17][C:18]([C:20]1[O:21][CH:22]=[CH:23][CH:24]=1)=[O:19], predict the reaction product. The product is: [CH3:16][N:17]([CH2:4][C:5]1[C:14]2[C:9](=[CH:10][CH:11]=[CH:12][CH:13]=2)[NH:8][C:7](=[O:15])[CH:6]=1)[C:18]([C:20]1[O:21][CH:22]=[CH:23][CH:24]=1)=[O:19].